From a dataset of Catalyst prediction with 721,799 reactions and 888 catalyst types from USPTO. Predict which catalyst facilitates the given reaction. (1) Product: [Cl:24][CH2:25][C:26]([N:13]([CH:9]1[CH2:8][CH2:7][C:6]2[C:11](=[CH:12][C:3]([O:2][CH3:1])=[CH:4][CH:5]=2)[CH2:10]1)[CH2:14][CH2:15][CH3:16])=[O:27]. Reactant: [CH3:1][O:2][C:3]1[CH:12]=[C:11]2[C:6]([CH2:7][CH2:8][CH:9]([NH:13][CH2:14][CH2:15][CH3:16])[CH2:10]2)=[CH:5][CH:4]=1.CCN(CC)CC.[Cl:24][CH2:25][C:26](Cl)=[O:27].[OH-].[Na+]. The catalyst class is: 2. (2) Product: [F:18][C:2]1([F:1])[CH2:3][CH2:4][CH:5]([C:8]2[S:9][CH:10]=[C:11]([CH2:13][OH:14])[N:12]=2)[CH2:6][CH2:7]1. The catalyst class is: 1. Reactant: [F:1][C:2]1([F:18])[CH2:7][CH2:6][CH:5]([C:8]2[S:9][CH:10]=[C:11]([C:13](OCC)=[O:14])[N:12]=2)[CH2:4][CH2:3]1.[Li+].[BH4-].CO. (3) Reactant: [H-].[Na+].[I-].[CH3:4][S+](C)C.[CH3:8][C:9]1[O:13][C:12]([C:14]2[CH:15]=[C:16]([CH3:20])[CH:17]=[CH:18][CH:19]=2)=[N:11][C:10]=1[CH2:21][O:22][C@H:23]1[CH2:28][CH2:27][CH2:26][C@@H:25]([O:29][CH2:30][C:31](=[CH2:37])[C:32]([O:34][CH2:35][CH3:36])=[O:33])[CH2:24]1. Product: [CH3:8][C:9]1[O:13][C:12]([C:14]2[CH:15]=[C:16]([CH3:20])[CH:17]=[CH:18][CH:19]=2)=[N:11][C:10]=1[CH2:21][O:22][C@H:23]1[CH2:28][CH2:27][CH2:26][C@@H:25]([O:29][CH2:30][C:31]2([C:32]([O:34][CH2:35][CH3:36])=[O:33])[CH2:4][CH2:37]2)[CH2:24]1. The catalyst class is: 16.